From a dataset of TCR-epitope binding with 47,182 pairs between 192 epitopes and 23,139 TCRs. Binary Classification. Given a T-cell receptor sequence (or CDR3 region) and an epitope sequence, predict whether binding occurs between them. The epitope is KPLEFGATSAAL. The TCR CDR3 sequence is CSASLLEGKDTQYF. Result: 1 (the TCR binds to the epitope).